Dataset: Forward reaction prediction with 1.9M reactions from USPTO patents (1976-2016). Task: Predict the product of the given reaction. (1) The product is: [NH2:8][C:9]1[CH2:10][C:11]([C:33]([N:46]([CH2:45][CH:44]([OH:43])[CH3:50])[CH2:47][CH2:48][CH3:49])=[O:34])=[CH:12][C:13]2[CH:19]=[CH:18][C:17]([C:20]3[CH:21]=[CH:22][C:23]([C:26]([N:28]4[CH2:32][CH2:31][CH2:30][CH2:29]4)=[O:27])=[CH:24][CH:25]=3)=[CH:16][C:14]=2[N:15]=1. Given the reactants C(OC([NH:8][C:9]1[CH2:10][C:11]([C:33](O)=[O:34])=[CH:12][C:13]2[CH:19]=[CH:18][C:17]([C:20]3[CH:25]=[CH:24][C:23]([C:26]([N:28]4[CH2:32][CH2:31][CH2:30][CH2:29]4)=[O:27])=[CH:22][CH:21]=3)=[CH:16][C:14]=2[N:15]=1)=O)(C)(C)C.[Si]([O:43][CH:44]([CH3:50])[CH2:45][NH:46][CH2:47][CH2:48][CH3:49])(C(C)(C)C)(C)C, predict the reaction product. (2) Given the reactants [CH2:1]([O:8][C:9](=[O:37])[NH:10][C:11]12[CH2:19][CH2:18][CH:15]([CH2:16][CH2:17]1)[CH2:14][N:13]1[C:20](=[O:36])[C:21]([O:28][CH2:29][C:30]3[CH:35]=[CH:34][CH:33]=[CH:32][CH:31]=3)=[C:22]([C:24]([NH:26][NH2:27])=[O:25])[N:23]=[C:12]21)[C:2]1[CH:7]=[CH:6][CH:5]=[CH:4][CH:3]=1.C(N(CC)CC)C.[F:45][C:46]1[CH:51]=[CH:50][C:49]([CH2:52][C:53](Cl)=[O:54])=[CH:48][CH:47]=1, predict the reaction product. The product is: [CH2:1]([O:8][C:9](=[O:37])[NH:10][C:11]12[CH2:17][CH2:16][CH:15]([CH2:18][CH2:19]1)[CH2:14][N:13]1[C:20](=[O:36])[C:21]([O:28][CH2:29][C:30]3[CH:31]=[CH:32][CH:33]=[CH:34][CH:35]=3)=[C:22]([C:24]([NH:26][NH:27][C:53](=[O:54])[CH2:52][C:49]3[CH:50]=[CH:51][C:46]([F:45])=[CH:47][CH:48]=3)=[O:25])[N:23]=[C:12]21)[C:2]1[CH:3]=[CH:4][CH:5]=[CH:6][CH:7]=1. (3) Given the reactants [CH:1]([S:4]([C:7]1[CH:8]=[C:9]2[C:13](=[C:14]([O:16][CH2:17][CH2:18][C:19]3[CH:24]=[CH:23][CH:22]=[CH:21][N:20]=3)[CH:15]=1)[N:12]([CH2:25][O:26][CH3:27])[N:11]=[C:10]2[NH2:28])(=[O:6])=[O:5])([CH3:3])[CH3:2].Cl[C:30]1[CH:35]=[N:34][CH:33]=[CH:32][N:31]=1.C(=O)([O-])[O-].[Cs+].[Cs+].CC1(C)C2C=CC=C(P(C3C=CC=CC=3)C3C=CC=CC=3)C=2OC2C1=CC=CC=2P(C1C=CC=CC=1)C1C=CC=CC=1, predict the reaction product. The product is: [CH:1]([S:4]([C:7]1[CH:8]=[C:9]2[C:13](=[C:14]([O:16][CH2:17][CH2:18][C:19]3[CH:24]=[CH:23][CH:22]=[CH:21][N:20]=3)[CH:15]=1)[N:12]([CH2:25][O:26][CH3:27])[N:11]=[C:10]2[NH:28][C:30]1[CH:35]=[N:34][CH:33]=[CH:32][N:31]=1)(=[O:6])=[O:5])([CH3:2])[CH3:3]. (4) Given the reactants [Si:1]([O:8][CH2:9][CH2:10][C@H:11]1[C:16]2[CH:17]=[CH:18][C:19]([OH:22])=[C:20]([Cl:21])[C:15]=2[CH2:14][CH2:13][O:12]1)([C:4]([CH3:7])([CH3:6])[CH3:5])([CH3:3])[CH3:2].CC(C)([O-])C.[Na+].C1C=CC(N([S:36]([C:39]([F:42])([F:41])[F:40])(=[O:38])=[O:37])[S:36]([C:39]([F:42])([F:41])[F:40])(=[O:38])=[O:37])=CC=1, predict the reaction product. The product is: [F:40][C:39]([F:42])([F:41])[S:36]([O:22][C:19]1[CH:18]=[CH:17][C:16]2[C@H:11]([CH2:10][CH2:9][O:8][Si:1]([C:4]([CH3:6])([CH3:7])[CH3:5])([CH3:3])[CH3:2])[O:12][CH2:13][CH2:14][C:15]=2[C:20]=1[Cl:21])(=[O:38])=[O:37]. (5) Given the reactants [BH4-].[Na+].[CH:3]([C:5]1[CH:12]=[CH:11][CH:10]=[C:9]([N+:13]([O-:15])=[O:14])[C:6]=1[C:7]#[N:8])=[O:4], predict the reaction product. The product is: [OH:4][CH2:3][C:5]1[CH:12]=[CH:11][CH:10]=[C:9]([N+:13]([O-:15])=[O:14])[C:6]=1[C:7]#[N:8]. (6) Given the reactants [NH2:1][CH2:2][C:3]1[N:4]([C:18]2[CH:23]=[CH:22][C:21]([N:24]3[CH2:29][CH2:28][O:27][CH2:26][C:25]3=[O:30])=[C:20]([CH3:31])[CH:19]=2)[CH:5]=[C:6]([CH2:8][NH:9][C:10]([C:12]2[S:13][C:14]([Cl:17])=[CH:15][CH:16]=2)=[O:11])[N:7]=1.Cl[CH2:33][CH2:34][N:35]=[C:36]=[O:37].C(=O)([O-])[O-].[Cs+].[Cs+], predict the reaction product. The product is: [O:37]=[C:36]1[N:1]([CH2:2][C:3]2[N:4]([C:18]3[CH:23]=[CH:22][C:21]([N:24]4[CH2:29][CH2:28][O:27][CH2:26][C:25]4=[O:30])=[C:20]([CH3:31])[CH:19]=3)[CH:5]=[C:6]([CH2:8][NH:9][C:10]([C:12]3[S:13][C:14]([Cl:17])=[CH:15][CH:16]=3)=[O:11])[N:7]=2)[CH2:33][CH2:34][NH:35]1.